Dataset: Catalyst prediction with 721,799 reactions and 888 catalyst types from USPTO. Task: Predict which catalyst facilitates the given reaction. (1) Reactant: [F:1][C:2]1[CH:3]=[C:4]([CH:24]=[CH:25][CH:26]=1)[CH2:5][NH:6][C:7]1[CH:8]=[CH:9][C:10]2[N:11]([C:13]([C:16]3[CH:23]=[CH:22][C:19]([C:20]#[N:21])=[CH:18][CH:17]=3)=[CH:14][N:15]=2)[N:12]=1.[NH4+].[Cl-].[N-:29]=[N+:30]=[N-:31].[Na+]. Product: [F:1][C:2]1[CH:3]=[C:4]([CH:24]=[CH:25][CH:26]=1)[CH2:5][NH:6][C:7]1[CH:8]=[CH:9][C:10]2[N:11]([C:13]([C:16]3[CH:23]=[CH:22][C:19]([C:20]4[N:29]=[N:30][NH:31][N:21]=4)=[CH:18][CH:17]=3)=[CH:14][N:15]=2)[N:12]=1. The catalyst class is: 85. (2) Reactant: Cl[C:2]1[CH:7]=[C:6]([NH:8][C:9]2[CH:14]=[N:13][CH:12]=[CH:11][N:10]=2)[N:5]=[C:4]([NH:15][C@H:16]([C:18]2[CH:23]=[CH:22][C:21]([F:24])=[CH:20][CH:19]=2)[CH3:17])[CH:3]=1.[NH:25]1[CH2:29][CH2:28][C@H:27]([NH:30][C:31](=[O:33])[CH3:32])[CH2:26]1.C1(P(C2CCCCC2)C2C=CC=CC=2C2C(C(C)C)=CC(C(C)C)=CC=2C(C)C)CCCCC1.CC(C)([O-])C.[Na+]. Product: [F:24][C:21]1[CH:22]=[CH:23][C:18]([C@@H:16]([NH:15][C:4]2[CH:3]=[C:2]([N:25]3[CH2:29][CH2:28][C@H:27]([NH:30][C:31](=[O:33])[CH3:32])[CH2:26]3)[CH:7]=[C:6]([NH:8][C:9]3[CH:14]=[N:13][CH:12]=[CH:11][N:10]=3)[N:5]=2)[CH3:17])=[CH:19][CH:20]=1. The catalyst class is: 802. (3) The catalyst class is: 4. Reactant: [C:1]([C:3]1[C:12]([CH2:13][CH2:14][CH2:15][O:16][Si:17]([C:20]([CH3:23])([CH3:22])[CH3:21])([CH3:19])[CH3:18])=[CH:11][C:10]2[C:9]([CH3:25])([CH3:24])[CH2:8][CH2:7][C:6]([CH3:27])([CH3:26])[C:5]=2[CH:4]=1)#N.[H-].C([Al+]CC(C)C)C(C)C.C(O)(=[O:40])C.O. Product: [CH:1]([C:3]1[C:12]([CH2:13][CH2:14][CH2:15][O:16][Si:17]([C:20]([CH3:23])([CH3:22])[CH3:21])([CH3:19])[CH3:18])=[CH:11][C:10]2[C:9]([CH3:25])([CH3:24])[CH2:8][CH2:7][C:6]([CH3:27])([CH3:26])[C:5]=2[CH:4]=1)=[O:40]. (4) The catalyst class is: 37. Reactant: [CH:1]1([NH:4][C:5]2[N:10]3[N:11]=[CH:12][C:13](/[CH:14]=[C:15]4/[C:16](=[O:21])[NH:17][C:18](=[O:20])[CH2:19]/4)=[C:9]3[N:8]=[C:7](S(C)=O)[N:6]=2)[CH2:3][CH2:2]1.C1(NC2N3N=CC(/C=C4/C(=O)NC(=O)C/4)=C3N=C(S(C)(=O)=O)N=2)CC1.[Cl:50][C:51]1[CH:52]=[C:53]([CH:55]=[CH:56][CH:57]=1)[NH2:54]. Product: [Cl:50][C:51]1[CH:52]=[C:53]([NH:54][C:7]2[N:6]=[C:5]([NH:4][CH:1]3[CH2:3][CH2:2]3)[N:10]3[N:11]=[CH:12][C:13](/[CH:14]=[C:15]4/[C:16](=[O:21])[NH:17][C:18](=[O:20])[CH2:19]/4)=[C:9]3[N:8]=2)[CH:55]=[CH:56][CH:57]=1. (5) Reactant: I[C:2]1[CH:34]=[CH:33][C:5]([O:6][CH2:7][CH2:8][CH2:9][C:10]([NH:12][C:13]2[CH:14]=[CH:15][C:16]([CH3:32])=[C:17]([CH:19]3[CH2:24][CH2:23][N:22]([C:25]([O:27][C:28]([CH3:31])([CH3:30])[CH3:29])=[O:26])[CH2:21][CH2:20]3)[CH:18]=2)=[O:11])=[CH:4][CH:3]=1.[F:35][C:36]1[CH:41]=[CH:40][CH:39]=[CH:38][C:37]=1B(O)O.C(=O)([O-])[O-].[Na+].[Na+].C(COC)OC. Product: [F:35][C:36]1[CH:41]=[CH:40][CH:39]=[CH:38][C:37]=1[C:2]1[CH:34]=[CH:33][C:5]([O:6][CH2:7][CH2:8][CH2:9][C:10]([NH:12][C:13]2[CH:14]=[CH:15][C:16]([CH3:32])=[C:17]([CH:19]3[CH2:20][CH2:21][N:22]([C:25]([O:27][C:28]([CH3:31])([CH3:29])[CH3:30])=[O:26])[CH2:23][CH2:24]3)[CH:18]=2)=[O:11])=[CH:4][CH:3]=1. The catalyst class is: 6. (6) Reactant: [I:1][C:2]1[CH:7]=[CH:6][NH:5][C:4](=[O:8])[CH:3]=1.CI.[C:11]([O-])([O-])=O.[K+].[K+]. Product: [I:1][C:2]1[CH:7]=[CH:6][N:5]([CH3:11])[C:4](=[O:8])[CH:3]=1. The catalyst class is: 23.